Dataset: Forward reaction prediction with 1.9M reactions from USPTO patents (1976-2016). Task: Predict the product of the given reaction. (1) Given the reactants [C:1]([C:4]1[CH:9]=[CH:8][C:7]([N:10]2[CH2:15][C@@H:14]3[CH2:16][C@H:11]2[CH2:12][N:13]3[C:17]([O:19][C:20]([CH3:23])([CH3:22])[CH3:21])=[O:18])=[CH:6][C:5]=1[CH3:24])(=[O:3])[CH3:2].CO[CH:27](OC)[N:28]([CH3:30])[CH3:29], predict the reaction product. The product is: [CH3:27][N:28]([CH3:30])/[CH:29]=[CH:2]/[C:1]([C:4]1[CH:9]=[CH:8][C:7]([N:10]2[CH2:15][C@@H:14]3[CH2:16][C@H:11]2[CH2:12][N:13]3[C:17]([O:19][C:20]([CH3:23])([CH3:22])[CH3:21])=[O:18])=[CH:6][C:5]=1[CH3:24])=[O:3]. (2) Given the reactants [CH:1]1[CH2:5][CH:4]=[CH:3][CH:2]=1.[Li].[Cl:7][C:8]1[CH:24]=[CH:23][C:11]([CH2:12][C:13]([CH2:15][C:16]2[CH:21]=[CH:20][C:19]([Cl:22])=[CH:18][CH:17]=2)=O)=[CH:10][CH:9]=1.Cl.CCCCCC, predict the reaction product. The product is: [Cl:7][C:8]1[CH:9]=[CH:10][C:11]([CH2:12][C:13]([CH2:15][C:16]2[CH:21]=[CH:20][C:19]([Cl:22])=[CH:18][CH:17]=2)=[C:2]2[CH:1]=[CH:5][CH:4]=[CH:3]2)=[CH:23][CH:24]=1. (3) Given the reactants [CH3:1][C:2]([CH3:7])([CH3:6])[C@H:3]([NH2:5])[CH3:4].C1(N)CCC1.[Cl:13][C:14]1[N:22]=[C:21]2[C:17]([N:18]=[CH:19][N:20]2[CH:23]2[CH2:28][CH2:27][CH2:26][CH2:25][O:24]2)=[C:16](Cl)[N:15]=1.ClC1N=C(NC2C=C(NS(C)(=O)=O)C=CC=2)N=C2C=1N=CN2, predict the reaction product. The product is: [Cl:13][C:14]1[N:22]=[C:21]2[C:17]([N:18]=[CH:19][N:20]2[CH:23]2[CH2:28][CH2:27][CH2:26][CH2:25][O:24]2)=[C:16]([NH:5][C@H:3]([CH3:4])[C:2]([CH3:7])([CH3:6])[CH3:1])[N:15]=1. (4) The product is: [NH3:4].[C:1]([N:4]1[CH2:9][CH2:8][N:7]([CH2:10][CH2:11][CH2:12][O:13][C:14]2[CH:15]=[CH:16][C:17]([CH:20]3[CH2:25][CH2:24][NH:23][CH2:22][CH2:21]3)=[CH:18][CH:19]=2)[CH2:6][CH2:5]1)(=[O:3])[CH3:2]. Given the reactants [C:1]([N:4]1[CH2:9][CH2:8][N:7]([CH2:10][CH2:11][CH2:12][O:13][C:14]2[CH:19]=[CH:18][C:17]([C:20]3[CH2:25][CH2:24][N:23](C(OCC4C=CC=CC=4)=O)[CH2:22][CH:21]=3)=[CH:16][CH:15]=2)[CH2:6][CH2:5]1)(=[O:3])[CH3:2], predict the reaction product.